This data is from Forward reaction prediction with 1.9M reactions from USPTO patents (1976-2016). The task is: Predict the product of the given reaction. (1) Given the reactants [Br:1][C:2]1[N:7]=[C:6]([NH2:8])[C:5]([N+:9]([O-:11])=[O:10])=[CH:4][CH:3]=1.[H-].[Na+].[C:14]([C:18]1[CH:22]=[C:21]([C:23](O)=[O:24])[O:20][N:19]=1)([CH3:17])([CH3:16])[CH3:15].C(Cl)(=O)C(Cl)=O, predict the reaction product. The product is: [Br:1][C:2]1[N:7]=[C:6]([NH:8][C:23]([C:21]2[O:20][N:19]=[C:18]([C:14]([CH3:17])([CH3:16])[CH3:15])[CH:22]=2)=[O:24])[C:5]([N+:9]([O-:11])=[O:10])=[CH:4][CH:3]=1. (2) Given the reactants [C:1](Cl)(=[O:8])[C:2]1[CH:7]=[CH:6][CH:5]=[CH:4][CH:3]=1.[CH2:10]([N:12]([CH2:15][CH2:16][CH2:17][C:18]1[CH:23]=[CH:22][C:21]([N+:24]([O-])=O)=[CH:20][CH:19]=1)[CH2:13][CH3:14])[CH3:11], predict the reaction product. The product is: [CH2:13]([N:12]([CH2:10][CH3:11])[CH2:15][CH2:16][CH2:17][C:18]1[CH:19]=[CH:20][C:21]([NH:24][C:1](=[O:8])[C:2]2[CH:7]=[CH:6][CH:5]=[CH:4][CH:3]=2)=[CH:22][CH:23]=1)[CH3:14]. (3) The product is: [Cl:8][C:4]1[CH:5]=[CH:6][CH:7]=[C:2]([Cl:1])[C:3]=1[C:9]1[S:10][C:11]2[C:12]([NH:38][C:28]3[CH:29]=[C:24]([CH3:25])[N:23]=[CH:26][N:27]=3)=[N:13][CH:14]=[C:15]([F:18])[C:16]=2[N:17]=1. Given the reactants [Cl:1][C:2]1[CH:7]=[CH:6][CH:5]=[C:4]([Cl:8])[C:3]=1[C:9]1[S:10][C:11]2[CH:12]=[N:13][CH:14]=[C:15]([F:18])[C:16]=2[N:17]=1.ClC1C=CC=C(Cl)C=1C(Cl)=[N:23][C:24]1[C:29](F)=[CH:28][N:27]=[CH:26][C:25]=1F.[NH2:38]C(N)=S.N1C=CC=CC=1.CCN(CC)CC, predict the reaction product. (4) Given the reactants [F:1][C:2]1[CH:7]=[CH:6][C:5]([N:8]2[C:12]([C:13]3[CH:23]=[CH:22][C:16]4[O:17][CH2:18][C:19](=[O:21])[NH:20][C:15]=4[CH:14]=3)=[CH:11][C:10]([C:24]([F:27])([F:26])[F:25])=[N:9]2)=[CH:4][CH:3]=1.C1C(=O)N([Cl:35])C(=O)C1, predict the reaction product. The product is: [Cl:35][C:11]1[C:10]([C:24]([F:27])([F:25])[F:26])=[N:9][N:8]([C:5]2[CH:6]=[CH:7][C:2]([F:1])=[CH:3][CH:4]=2)[C:12]=1[C:13]1[CH:23]=[CH:22][C:16]2[O:17][CH2:18][C:19](=[O:21])[NH:20][C:15]=2[CH:14]=1. (5) The product is: [F:1][C:2]1[CH:3]=[C:4]([CH2:9][CH2:10][CH:11]2[C:20]3[C:15](=[CH:16][C:17]([O:23][CH3:24])=[C:18]([O:21][CH3:22])[CH:19]=3)[CH2:14][CH2:13][N:12]2[CH:25]([C:29]2[CH:34]=[CH:33][CH:32]=[CH:31][CH:30]=2)[C:26]([NH2:36])=[O:27])[CH:5]=[CH:6][C:7]=1[F:8]. Given the reactants [F:1][C:2]1[CH:3]=[C:4]([CH2:9][CH2:10][CH:11]2[C:20]3[C:15](=[CH:16][C:17]([O:23][CH3:24])=[C:18]([O:21][CH3:22])[CH:19]=3)[CH2:14][CH2:13][N:12]2[CH:25]([C:29]2[CH:34]=[CH:33][CH:32]=[CH:31][CH:30]=2)[C:26](O)=[O:27])[CH:5]=[CH:6][C:7]=1[F:8].[Br-].[NH4+:36], predict the reaction product.